From a dataset of Forward reaction prediction with 1.9M reactions from USPTO patents (1976-2016). Predict the product of the given reaction. (1) The product is: [CH:1]([C:3]1[C:20]([OH:21])=[CH:19][CH:18]=[CH:17][C:4]=1[O:5][CH2:6][C@H:7]1[CH2:12][CH2:11][CH2:10][C@@H:9]([C:13]([OH:15])=[O:14])[CH2:8]1)=[O:2]. Given the reactants [CH:1]([C:3]1[C:20]([OH:21])=[CH:19][CH:18]=[CH:17][C:4]=1[O:5][CH2:6][C@@H:7]1[CH2:12][CH2:11][CH2:10][C@H:9]([C:13]([O:15]C)=[O:14])[CH2:8]1)=[O:2].[OH-].[Na+].Cl, predict the reaction product. (2) The product is: [CH2:1]([N:3]1[CH2:7][CH2:6][CH2:5][CH:4]1[CH2:8][NH:9][S:10]([C:13]1[C:18]([Cl:19])=[CH:17][CH:16]=[C:15]([NH2:20])[C:14]=1[OH:23])(=[O:12])=[O:11])[CH3:2]. Given the reactants [CH2:1]([N:3]1[CH2:7][CH2:6][CH2:5][CH:4]1[CH2:8][NH:9][S:10]([C:13]1[C:18]([Cl:19])=[CH:17][CH:16]=[C:15]([N+:20]([O-])=O)[C:14]=1[OH:23])(=[O:12])=[O:11])[CH3:2].[H][H], predict the reaction product. (3) Given the reactants [OH:1][C:2]1[CH:3]=[C:4]([CH:9]=[CH:10][C:11]=1[N+:12]([O-:14])=[O:13])[C:5]([O:7][CH3:8])=[O:6].C(N(CC)CC)C.[F:22][C:23]([F:36])([F:35])[S:24](O[S:24]([C:23]([F:36])([F:35])[F:22])(=[O:26])=[O:25])(=[O:26])=[O:25], predict the reaction product. The product is: [N+:12]([C:11]1[CH:10]=[CH:9][C:4]([C:5]([O:7][CH3:8])=[O:6])=[CH:3][C:2]=1[O:1][S:24]([C:23]([F:36])([F:35])[F:22])(=[O:26])=[O:25])([O-:14])=[O:13]. (4) Given the reactants [CH3:1][NH:2][N:3]=[CH:4][C:5](=[O:7])[CH3:6].[CH2:8]([C:10]1[CH:15]=[CH:14][C:13]([C:16](=O)[CH:17]=[O:18])=[CH:12][CH:11]=1)[CH3:9].C(Cl)(Cl)Cl.CCCCCC.C(OCC)(=O)C, predict the reaction product. The product is: [CH2:8]([C:10]1[CH:15]=[CH:14][C:13]([C:16]2[N:2]([CH3:1])[N:3]=[C:4]([C:5](=[O:7])[CH3:6])[C:17]=2[OH:18])=[CH:12][CH:11]=1)[CH3:9]. (5) Given the reactants OC1C=C(C)OC(=O)C=1.[CH3:10][C:11]1[NH:17][CH:16]=[C:15]([C:18]([OH:20])=[O:19])[C:13](=[O:14])[CH:12]=1.[I:21][C:22]1[C:23](=[O:32])[C:24]([C:29](O)=[O:30])=[CH:25][NH:26][C:27]=1[CH3:28].C(N1C=CN=C1)([N:35]1C=CN=C1)=O.[OH-].[NH4+], predict the reaction product. The product is: [CH3:10][C:11]1[NH:17][CH:16]=[C:15]([C:18]([OH:20])=[O:19])[C:13](=[O:14])[CH:12]=1.[I:21][C:22]1[C:23](=[O:32])[C:24]([C:29]([NH2:35])=[O:30])=[CH:25][NH:26][C:27]=1[CH3:28]. (6) The product is: [CH2:1]([O:3][C:4]([C:6]1[C:15](=[O:16])[C:14]2[C:9](=[CH:10][CH:11]=[CH:12][C:13]=2[O:17][CH3:18])[NH:8][CH:7]=1)=[O:5])[CH3:2]. Given the reactants [CH2:1]([O:3][C:4]([C:6]1[C:15](=[O:16])[C:14]2[C:9](=[C:10](Br)[CH:11]=[CH:12][C:13]=2[O:17][CH3:18])[NH:8][CH:7]=1)=[O:5])[CH3:2].C([O-])(=O)C.[Na+], predict the reaction product. (7) Given the reactants Cl.[O:2]1CCO[CH:3]1[C:7]1[CH:8]=[C:9]([NH:13][C:14]([C:16]2[CH:21]=[CH:20][C:19]([F:22])=[CH:18][N:17]=2)=[O:15])[CH:10]=[CH:11][CH:12]=1, predict the reaction product. The product is: [CH:3]([C:7]1[CH:8]=[C:9]([NH:13][C:14]([C:16]2[CH:21]=[CH:20][C:19]([F:22])=[CH:18][N:17]=2)=[O:15])[CH:10]=[CH:11][CH:12]=1)=[O:2]. (8) Given the reactants [Li]CCCC.Br[C:7]1[CH:8]=[N:9][C:10]([C:13]2[CH:18]=[CH:17][C:16]([O:19][C:20]([F:23])([F:22])[F:21])=[CH:15][CH:14]=2)=[N:11][CH:12]=1.CN([CH:27]=[O:28])C, predict the reaction product. The product is: [F:21][C:20]([F:23])([F:22])[O:19][C:16]1[CH:17]=[CH:18][C:13]([C:10]2[N:9]=[CH:8][C:7]([CH:27]=[O:28])=[CH:12][N:11]=2)=[CH:14][CH:15]=1.